The task is: Predict the reaction yield, written as a fraction of the theoretical maximum amount of product (1.0 means a 100% yield; for example, 0.34 means a 34% yield).. This data is from Reaction yield outcomes from USPTO patents with 853,638 reactions. The reactants are [CH:1]1([NH2:7])[CH2:6][CH2:5][CH2:4][CH2:3][CH2:2]1.[CH3:8][CH2:9][O:10][C:11]([CH3:13])=[O:12].[CH3:14][CH2:15][CH2:16]CCCC. The catalyst is C(Cl)Cl.[Pd]. The product is [NH3:7].[CH:1]1([NH:7][CH:15]([CH3:16])/[CH:14]=[CH:13]/[C:11]([O:10][CH2:9][CH3:8])=[O:12])[CH2:6][CH2:5][CH2:4][CH2:3][CH2:2]1. The yield is 0.0140.